From a dataset of Catalyst prediction with 721,799 reactions and 888 catalyst types from USPTO. Predict which catalyst facilitates the given reaction. Reactant: [Cl:1][C:2]1[CH:7]=[CH:6][CH:5]=[C:4]([Cl:8])[C:3]=1[NH:9][C:10]1[N:14]2[CH:15]=[CH:16][CH:17]=[N:18][C:13]2=[N:12][C:11]=1[C:19]1[C:27]([O:28][CH3:29])=[CH:26][C:25]([O:30][CH3:31])=[CH:24][C:20]=1[C:21]([OH:23])=O.[C:32]([O:36][C:37]([CH3:40])([CH3:39])[CH3:38])(=[O:35])[NH:33][NH2:34].O. Product: [Cl:1][C:2]1[CH:7]=[CH:6][CH:5]=[C:4]([Cl:8])[C:3]=1[NH:9][C:10]1[N:14]2[CH:15]=[CH:16][CH:17]=[N:18][C:13]2=[N:12][C:11]=1[C:19]1[C:27]([O:28][CH3:29])=[CH:26][C:25]([O:30][CH3:31])=[CH:24][C:20]=1[C:21]([NH:34][NH:33][C:32]([O:36][C:37]([CH3:40])([CH3:39])[CH3:38])=[O:35])=[O:23]. The catalyst class is: 3.